Dataset: Full USPTO retrosynthesis dataset with 1.9M reactions from patents (1976-2016). Task: Predict the reactants needed to synthesize the given product. (1) Given the product [O:2]1[CH2:6][CH2:5][CH:4]([CH2:7][NH:8][C:33]([C:30]2[CH:29]=[C:28]([CH2:27][C:26]3[CH:36]=[CH:37][C:23]([O:16][C:17]4[CH:22]=[CH:21][CH:20]=[CH:19][CH:18]=4)=[CH:24][CH:25]=3)[O:32][N:31]=2)=[O:34])[CH2:3]1, predict the reactants needed to synthesize it. The reactants are: Cl.[O:2]1[CH2:6][CH2:5][CH:4]([CH2:7][NH2:8])[CH2:3]1.C(N(CC)CC)C.[O:16]([C:23]1[CH:37]=[CH:36][C:26]([CH2:27][C:28]2[O:32][N:31]=[C:30]([C:33](O)=[O:34])[CH:29]=2)=[CH:25][CH:24]=1)[C:17]1[CH:22]=[CH:21][CH:20]=[CH:19][CH:18]=1.ON1C2C=CC=CC=2N=N1.Cl.C(N=C=NCCCN(C)C)C.Cl. (2) Given the product [OH:9][C:10]1[C:15](=[O:16])[N:14]([CH3:17])[C:13]([C:18]2[S:19][CH:20]=[CH:21][CH:22]=2)=[N:12][C:11]=1[C:23]([OH:25])=[O:24], predict the reactants needed to synthesize it. The reactants are: C([O:9][C:10]1[C:15](=[O:16])[N:14]([CH3:17])[C:13]([C:18]2[S:19][CH:20]=[CH:21][CH:22]=2)=[N:12][C:11]=1[C:23]([O:25]C)=[O:24])(=O)C1C=CC=CC=1.[OH-].[Na+].Cl. (3) Given the product [CH3:11][NH:12][CH2:2][C:3]1[CH:4]=[C:5]([CH:8]=[CH:9][CH:10]=1)[C:6]#[N:7], predict the reactants needed to synthesize it. The reactants are: Br[CH2:2][C:3]1[CH:4]=[C:5]([CH:8]=[CH:9][CH:10]=1)[C:6]#[N:7].[CH3:11][NH2:12]. (4) The reactants are: [H-].[Na+].[S:3]1[CH2:7][C:6](=[O:8])[NH:5][C:4]1=[O:9].[CH2:10](I)[CH3:11]. Given the product [CH2:10]([N:5]1[C:6](=[O:8])[CH2:7][S:3][C:4]1=[O:9])[CH3:11], predict the reactants needed to synthesize it. (5) Given the product [CH3:1][O:2][C:3](=[O:12])[NH:4][C@H:5]1[C@@H:10]([CH3:11])[CH2:9][CH2:8][NH:7][CH2:6]1, predict the reactants needed to synthesize it. The reactants are: [CH3:1][O:2][C:3](=[O:12])[NH:4][C:5]1[CH:6]=[N:7][CH:8]=[CH:9][C:10]=1[CH3:11].[H][H]. (6) Given the product [Cl:1][C:2]1[CH:3]=[C:4](/[C:12](=[N:16]\[O:17][CH2:18][CH:19]([CH3:21])[CH3:20])/[C:13]([NH:28][C:25]2[CH:26]=[CH:27][N:23]([CH3:22])[N:24]=2)=[O:15])[CH:5]=[CH:6][C:7]=1[S:8]([CH3:11])(=[O:9])=[O:10], predict the reactants needed to synthesize it. The reactants are: [Cl:1][C:2]1[CH:3]=[C:4](/[C:12](=[N:16]\[O:17][CH2:18][CH:19]([CH3:21])[CH3:20])/[C:13]([OH:15])=O)[CH:5]=[CH:6][C:7]=1[S:8]([CH3:11])(=[O:10])=[O:9].[CH3:22][N:23]1[CH:27]=[CH:26][C:25]([NH2:28])=[N:24]1.C(N(CC)C(C)C)(C)C. (7) Given the product [Cl:8][C:7]1[CH:6]=[CH:5][C:4]([S:9]([NH2:12])(=[O:11])=[O:10])=[CH:3][C:2]=1[NH:1][C:16]([NH:15][CH2:13][CH3:14])=[O:17], predict the reactants needed to synthesize it. The reactants are: [NH2:1][C:2]1[CH:3]=[C:4]([S:9]([NH2:12])(=[O:11])=[O:10])[CH:5]=[CH:6][C:7]=1[Cl:8].[CH2:13]([N:15]=[C:16]=[O:17])[CH3:14]. (8) Given the product [Cl:1][C:2]1[C:14]([S:15]([CH2:18][C:19]2[CH:24]=[CH:23][CH:22]=[CH:21][CH:20]=2)(=[O:17])=[O:16])=[CH:13][C:5]([C:6]([N:8]([CH2:11][CH3:12])[CH2:9][CH3:10])=[O:7])=[C:4]([N:28]([CH2:29][CH2:30][N:31]([CH3:33])[CH3:32])[CH2:26][CH3:27])[CH:3]=1, predict the reactants needed to synthesize it. The reactants are: [Cl:1][C:2]1[C:14]([S:15]([CH2:18][C:19]2[CH:24]=[CH:23][CH:22]=[CH:21][CH:20]=2)(=[O:17])=[O:16])=[CH:13][C:5]([C:6]([N:8]([CH2:11][CH3:12])[CH2:9][CH3:10])=[O:7])=[C:4](F)[CH:3]=1.[CH2:26]([NH:28][CH2:29][CH2:30][N:31]([CH3:33])[CH3:32])[CH3:27].